From a dataset of Full USPTO retrosynthesis dataset with 1.9M reactions from patents (1976-2016). Predict the reactants needed to synthesize the given product. (1) Given the product [N:1]1[C:10]2[C:5](=[CH:6][CH:7]=[CH:8][CH:9]=2)[CH:4]=[CH:3][C:2]=1[CH2:11][O:12][C:13]1[CH:14]=[CH:15][C:16]([CH2:19][C:20]([OH:22])=[O:21])=[CH:17][CH:18]=1, predict the reactants needed to synthesize it. The reactants are: [N:1]1[C:10]2[C:5](=[CH:6][CH:7]=[CH:8][CH:9]=2)[CH:4]=[CH:3][C:2]=1[CH2:11][O:12][C:13]1[CH:18]=[CH:17][C:16]([CH2:19][C:20]([O:22]CC)=[O:21])=[CH:15][CH:14]=1.[OH-].[K+]. (2) The reactants are: CC(C)([O-])C.[K+].O1CCCC1.[Cl:12][C:13]1[CH:20]=[CH:19][C:16]([CH2:17][OH:18])=[CH:15][CH:14]=1.Cl[C:22]1[N:26]([CH3:27])[N:25]=[CH:24][C:23]=1[CH:28]=[O:29]. Given the product [Cl:12][C:13]1[CH:20]=[CH:19][C:16]([CH2:17][O:18][C:22]2[N:26]([CH3:27])[N:25]=[CH:24][C:23]=2[CH:28]=[O:29])=[CH:15][CH:14]=1, predict the reactants needed to synthesize it. (3) The reactants are: [Cl:1][CH2:2][C:3]([C:5]1[CH:6]=[C:7]([C:10]#[N:11])[S:8][CH:9]=1)=O.[OH:12][CH2:13][C:14]([NH:17][C:18]([NH2:20])=[S:19])([CH3:16])[CH3:15]. Given the product [ClH:1].[OH:12][CH2:13][C:14]([NH:17][C:18]1[S:19][CH:2]=[C:3]([C:5]2[CH:6]=[C:7]([C:10]#[N:11])[S:8][CH:9]=2)[N:20]=1)([CH3:16])[CH3:15], predict the reactants needed to synthesize it. (4) Given the product [CH3:14][O:13][C:9]1[CH:8]=[C:7]2[C:4](=[C:3]([O:2][CH3:1])[C:10]=1[O:11][CH3:12])[CH:5]=[C:19]([C:20]#[N:21])[CH:18]=[CH:17]2, predict the reactants needed to synthesize it. The reactants are: [CH3:1][O:2][C:3]1[C:10]([O:11][CH3:12])=[C:9]([O:13][CH3:14])[CH:8]=[CH:7][C:4]=1[CH:5]=O.CO[CH:17](OC)[CH2:18][CH2:19][C:20]#[N:21]. (5) Given the product [C:22]([S@@:20]([N:19]1[CH2:2][CH2:3][CH2:4][CH:5]1[C:6]1[CH:11]=[C:10]([F:12])[CH:9]=[CH:8][C:7]=1[O:13][C@@H:14]1[CH2:18][CH2:17][O:16][CH2:15]1)=[O:21])([CH3:25])([CH3:24])[CH3:23], predict the reactants needed to synthesize it. The reactants are: Cl[CH2:2][CH2:3][CH2:4]/[C:5](=[N:19]/[S@:20]([C:22]([CH3:25])([CH3:24])[CH3:23])=[O:21])/[C:6]1[CH:11]=[C:10]([F:12])[CH:9]=[CH:8][C:7]=1[O:13][C@@H:14]1[CH2:18][CH2:17][O:16][CH2:15]1.C([BH-](CC)CC)C.[Li+].[Li+].C[Si]([N-][Si](C)(C)C)(C)C.